Dataset: Full USPTO retrosynthesis dataset with 1.9M reactions from patents (1976-2016). Task: Predict the reactants needed to synthesize the given product. (1) Given the product [CH3:45][S:46]([O:35][CH2:34][CH2:33][CH2:32][N:25]1[C:26]2[C:31](=[CH:30][CH:29]=[CH:28][CH:27]=2)[C:23]([C:22]2[C:21](=[O:36])[NH:20][C:19](=[O:37])[C:18]=2[C:11]2[C:12]3[O:16][CH:15]=[CH:14][C:13]=3[CH:17]=[C:9]([O:8][CH2:1][C:2]3[CH:7]=[CH:6][CH:5]=[CH:4][CH:3]=3)[CH:10]=2)=[CH:24]1)(=[O:48])=[O:47], predict the reactants needed to synthesize it. The reactants are: [CH2:1]([O:8][C:9]1[CH:10]=[C:11]([C:18]2[C:19](=[O:37])[NH:20][C:21](=[O:36])[C:22]=2[C:23]2[C:31]3[C:26](=[CH:27][CH:28]=[CH:29][CH:30]=3)[N:25]([CH2:32][CH2:33][CH2:34][OH:35])[CH:24]=2)[C:12]2[O:16][CH:15]=[CH:14][C:13]=2[CH:17]=1)[C:2]1[CH:7]=[CH:6][CH:5]=[CH:4][CH:3]=1.C(N(CC)CC)C.[CH3:45][S:46](Cl)(=[O:48])=[O:47]. (2) Given the product [N:1]([C:19]1[CH:32]=[C:31]2[C:22]([O:23][C:24]3[C:25]([F:41])=[CH:26][C:27]([O:39][CH3:40])=[CH:28][C:29]=3[C@@:30]32[CH2:37][CH2:36][O:35][C:34]([NH2:38])=[N:33]3)=[CH:21][CH:20]=1)=[N+:2]=[N-:3], predict the reactants needed to synthesize it. The reactants are: [N-:1]=[N+:2]=[N-:3].[Na+].O[C@H]([C@@H]1C([O-])=C(O)C(=O)O1)CO.[Na+].Br[C:19]1[CH:32]=[C:31]2[C:22]([O:23][C:24]3[C:25]([F:41])=[CH:26][C:27]([O:39][CH3:40])=[CH:28][C:29]=3[C@@:30]32[CH2:37][CH2:36][O:35][C:34]([NH2:38])=[N:33]3)=[CH:21][CH:20]=1.CN[C@@H]1CCCC[C@H]1NC. (3) Given the product [F:23][C:24]1[CH:25]=[CH:26][C:27]([C:30]2[O:31][C:39]3[CH:40]=[C:41]([N:43]([CH3:48])[S:44]([CH3:47])(=[O:45])=[O:46])[C:42]([C:2]4[CH:3]=[C:4]5[C:9](=[CH:10][CH:11]=4)[N:8]([S:12]([CH3:15])(=[O:13])=[O:14])[CH2:7][N:6]4[C:16]6[CH:17]=[CH:18][CH:19]=[CH:20][C:21]=6[CH:22]=[C:5]54)=[CH:32][C:33]=3[C:34]=2[C:35]([NH:37][CH3:38])=[O:36])=[CH:28][CH:29]=1, predict the reactants needed to synthesize it. The reactants are: Br[C:2]1[CH:3]=[C:4]2[C:9](=[CH:10][CH:11]=1)[N:8]([S:12]([CH3:15])(=[O:14])=[O:13])[CH2:7][N:6]1[C:16]3[CH:17]=[CH:18][CH:19]=[CH:20][C:21]=3[CH:22]=[C:5]21.[F:23][C:24]1[CH:29]=[CH:28][C:27]([C:30]2[O:31][C:32]3[CH:42]=[C:41]([N:43]([CH3:48])[S:44]([CH3:47])(=[O:46])=[O:45])[C:40](B4OC(C)(C)C(C)(C)O4)=[CH:39][C:33]=3[C:34]=2[C:35]([NH:37][CH3:38])=[O:36])=[CH:26][CH:25]=1.[O-]P([O-])([O-])=O.[K+].[K+].[K+].